From a dataset of Reaction yield outcomes from USPTO patents with 853,638 reactions. Predict the reaction yield, written as a fraction of the theoretical maximum amount of product (1.0 means a 100% yield; for example, 0.34 means a 34% yield). The reactants are [CH2:1]([N:5]([CH2:13][C:14](=[O:17])[CH:15]=[CH2:16])[C:6](=[O:12])[O:7][C:8]([CH3:11])([CH3:10])[CH3:9])[CH2:2]C=C. The catalyst is C(Cl)Cl. The product is [O:17]=[C:14]1[CH2:13][N:5]([C:6]([O:7][C:8]([CH3:9])([CH3:10])[CH3:11])=[O:12])[CH2:1][CH2:2][CH:16]=[CH:15]1. The yield is 0.642.